From a dataset of Reaction yield outcomes from USPTO patents with 853,638 reactions. Predict the reaction yield, written as a fraction of the theoretical maximum amount of product (1.0 means a 100% yield; for example, 0.34 means a 34% yield). The reactants are [Cl-].O[NH3+:3].[C:4](=[O:7])([O-])[OH:5].[Na+].CS(C)=O.[CH2:13]([C:15]1[N:16]([C:40]2[CH:45]=[CH:44][C:43]([O:46][CH2:47][CH3:48])=[CH:42][CH:41]=2)[C:17](=[O:39])[C:18]([CH2:24][C:25]2[CH:30]=[CH:29][C:28]([C:31]3[C:32]([C:37]#[N:38])=[CH:33][CH:34]=[CH:35][CH:36]=3)=[CH:27][CH:26]=2)=[C:19]([CH2:21][CH2:22][CH3:23])[N:20]=1)[CH3:14]. The catalyst is C(OCC)(=O)C. The product is [CH2:13]([C:15]1[N:16]([C:40]2[CH:45]=[CH:44][C:43]([O:46][CH2:47][CH3:48])=[CH:42][CH:41]=2)[C:17](=[O:39])[C:18]([CH2:24][C:25]2[CH:30]=[CH:29][C:28]([C:31]3[CH:36]=[CH:35][CH:34]=[CH:33][C:32]=3[C:37]3[NH:3][C:4](=[O:7])[O:5][N:38]=3)=[CH:27][CH:26]=2)=[C:19]([CH2:21][CH2:22][CH3:23])[N:20]=1)[CH3:14]. The yield is 0.460.